This data is from Full USPTO retrosynthesis dataset with 1.9M reactions from patents (1976-2016). The task is: Predict the reactants needed to synthesize the given product. Given the product [N+:1]([C:4]1[CH:5]=[N:6][N:7]([C:14]([O:13][C:9]([CH3:12])([CH3:11])[CH3:10])=[O:15])[CH:8]=1)([O-:3])=[O:2], predict the reactants needed to synthesize it. The reactants are: [N+:1]([C:4]1[CH:5]=[N:6][NH:7][CH:8]=1)([O-:3])=[O:2].[C:9]([O:13][C:14](O[C:14]([O:13][C:9]([CH3:12])([CH3:11])[CH3:10])=[O:15])=[O:15])([CH3:12])([CH3:11])[CH3:10].